From a dataset of Blood-brain barrier permeability classification from the B3DB database. Regression/Classification. Given a drug SMILES string, predict its absorption, distribution, metabolism, or excretion properties. Task type varies by dataset: regression for continuous measurements (e.g., permeability, clearance, half-life) or binary classification for categorical outcomes (e.g., BBB penetration, CYP inhibition). Dataset: b3db_classification. (1) The drug is COc1ccc(C2C(=O)c3ccccc3C2=O)cc1. The result is 0 (does not penetrate BBB). (2) The drug is CCOc1cc(N)c([N+](=O)[O-])cc1C(=O)NC1CCN(C[C@@H]2CC=CCC2)CC1. The result is 1 (penetrates BBB). (3) The compound is C=CC1=C(C(=O)O)N2C(=O)C(NC(=O)/C(=N\O)c3csc(N)n3)[C@@H]2SC1. The result is 0 (does not penetrate BBB). (4) The molecule is Nc1nc2[nH]cc(CCc3ccc(C(=O)NC(CCC(=O)O)C(=O)O)cc3)c2c(=O)[nH]1. The result is 0 (does not penetrate BBB).